This data is from Full USPTO retrosynthesis dataset with 1.9M reactions from patents (1976-2016). The task is: Predict the reactants needed to synthesize the given product. (1) Given the product [CH2:3]([O:10][C:11]1[C:12]([N:18]2[CH2:22][CH2:21][CH2:20][CH2:19]2)=[N:13][C:14]([CH3:1])=[CH:15][CH:16]=1)[C:4]1[CH:9]=[CH:8][CH:7]=[CH:6][CH:5]=1, predict the reactants needed to synthesize it. The reactants are: [CH3:1][Li].[CH2:3]([O:10][C:11]1[C:12]([N:18]2[CH2:22][CH2:21][CH2:20][CH2:19]2)=[N:13][C:14](I)=[CH:15][CH:16]=1)[C:4]1[CH:9]=[CH:8][CH:7]=[CH:6][CH:5]=1. (2) The reactants are: [S:1]1[CH:5]=[CH:4][N:3]=[C:2]1[C:6]1[N:11]=[C:10]([C:12](OC)=[O:13])[CH:9]=[CH:8][CH:7]=1.[BH4-].[Na+]. Given the product [S:1]1[CH:5]=[CH:4][N:3]=[C:2]1[C:6]1[N:11]=[C:10]([CH2:12][OH:13])[CH:9]=[CH:8][CH:7]=1, predict the reactants needed to synthesize it. (3) Given the product [O:1]1[C:10]2[C:5](=[CH:6][CH:7]=[CH:8][C:9]=2[C:16]([OH:18])=[O:17])[CH2:4][CH2:3][CH2:2]1, predict the reactants needed to synthesize it. The reactants are: [O:1]1[C:10]2[C:5](=[CH:6][CH:7]=[CH:8][CH:9]=2)[CH2:4][CH2:3][CH2:2]1.[Li]CCCC.[C:16](=[O:18])=[O:17]. (4) Given the product [CH3:36][O:11][C:2]1[N:1]=[C:10]2[C:5](=[CH:4][CH:3]=1)[N:12]=[CH:13][CH:14]=[C:15]2[O:27][S:20]([C:23]([F:26])([F:25])[F:24])(=[O:22])=[O:21], predict the reactants needed to synthesize it. The reactants are: [NH:1]1[C:10]2[C:5](=CC=CN=2)[CH:4]=[CH:3][C:2]1=[O:11].[N:12]1C(C)=C[CH:15]=[CH:14][C:13]=1C.[S:20]([O:27]S(C(F)(F)F)(=O)=O)([C:23]([F:26])([F:25])[F:24])(=[O:22])=[O:21].Cl[CH2:36]Cl.